This data is from Experimentally validated miRNA-target interactions with 360,000+ pairs, plus equal number of negative samples. The task is: Binary Classification. Given a miRNA mature sequence and a target amino acid sequence, predict their likelihood of interaction. The protein sequence of the target gene is MIDRQRMGLWALAILTLPMYLTVTEGSKSSWGLENEALIVRCPQRGRSTYPVEWYYSDTNESIPTQKRNRIFVSRDRLKFLPARVEDSGIYACVIRSPNLNKTGYLNVTIHKKPPSCNIPDYLMYSTVRGSDKNFKITCPTIDLYNWTAPVQWFKNCKALQEPRFRAHRSYLFIDNVTHDDEGDYTCQFTHAENGTNYIVTATRSFTVEEKGFSMFPVITNPPYNHTMEVEIGKPASIACSACFGKGSHFLADVLWQINKTVVGNFGEARIQEEEGRNESSSNDMDCLTSVLRITGVTEK.... Result: 0 (no interaction). The miRNA is hsa-miR-4666a-5p with sequence AUACAUGUCAGAUUGUAUGCC.